From a dataset of Peptide-MHC class I binding affinity with 185,985 pairs from IEDB/IMGT. Regression. Given a peptide amino acid sequence and an MHC pseudo amino acid sequence, predict their binding affinity value. This is MHC class I binding data. (1) The binding affinity (normalized) is 0.160. The MHC is Mamu-B3901 with pseudo-sequence Mamu-B3901. The peptide sequence is RQFPTAFEK. (2) The MHC is HLA-A68:01 with pseudo-sequence HLA-A68:01. The peptide sequence is SLTILDDNLY. The binding affinity (normalized) is 0.196. (3) The peptide sequence is FLMSFTILCL. The MHC is HLA-A02:06 with pseudo-sequence HLA-A02:06. The binding affinity (normalized) is 0.602. (4) The MHC is Patr-A0701 with pseudo-sequence Patr-A0701. The binding affinity (normalized) is 0.240. The peptide sequence is HYVPESDAA. (5) The peptide sequence is WQFAIHYSF. The MHC is HLA-A01:01 with pseudo-sequence HLA-A01:01. The binding affinity (normalized) is 0.0847. (6) The peptide sequence is ALPPRAYAM. The MHC is Patr-A0301 with pseudo-sequence Patr-A0301. The binding affinity (normalized) is 0. (7) The peptide sequence is IQAGVDRFY. The MHC is HLA-A69:01 with pseudo-sequence HLA-A69:01. The binding affinity (normalized) is 0.0847. (8) The peptide sequence is IINAHRIPK. The MHC is HLA-A02:06 with pseudo-sequence HLA-A02:06. The binding affinity (normalized) is 0.